Dataset: Forward reaction prediction with 1.9M reactions from USPTO patents (1976-2016). Task: Predict the product of the given reaction. Given the reactants [C:1]1([OH:7])[CH:6]=[CH:5][CH:4]=[CH:3][CH:2]=1.C([N:10](CC)CC)C.N#CCl.Cl, predict the reaction product. The product is: [O-:7][C:1]#[N:10].[C:1]1([OH:7])[CH:6]=[CH:5][CH:4]=[CH:3][CH:2]=1.